This data is from Full USPTO retrosynthesis dataset with 1.9M reactions from patents (1976-2016). The task is: Predict the reactants needed to synthesize the given product. (1) The reactants are: [NH2:1][C:2]1[CH:3]=[N:4][CH:5]=[CH:6][CH:7]=1.C(N(CC)CC)C.[Cl-].ClC1N(C)CC[NH+]1C.[CH3:24][O:25][C:26]1[C:27](=[O:54])[C:28]([CH3:53])=[C:29]([CH2:35][C:36]2[CH:37]=[CH:38][C:39]([O:45][CH2:46][C:47]3[CH:48]=[N:49][CH:50]=[CH:51][CH:52]=3)=[C:40]([CH:44]=2)[C:41](O)=[O:42])[C:30](=[O:34])[C:31]=1[O:32][CH3:33]. Given the product [N:4]1[CH:5]=[CH:6][CH:7]=[C:2]([NH:1][C:41](=[O:42])[C:40]2[CH:44]=[C:36]([CH2:35][C:29]3[C:30](=[O:34])[C:31]([O:32][CH3:33])=[C:26]([O:25][CH3:24])[C:27](=[O:54])[C:28]=3[CH3:53])[CH:37]=[CH:38][C:39]=2[O:45][CH2:46][C:47]2[CH:48]=[N:49][CH:50]=[CH:51][CH:52]=2)[CH:3]=1, predict the reactants needed to synthesize it. (2) The reactants are: C[O:2][C:3](=[O:29])[C:4]1[CH:9]=[CH:8][C:7]([CH:10]2[CH2:15][CH2:14][N:13]([C:16]3[CH:21]=[CH:20][C:19]([CH2:22][N:23]4[CH2:28][CH2:27][O:26][CH2:25][CH2:24]4)=[CH:18][CH:17]=3)[CH2:12][CH2:11]2)=[CH:6][CH:5]=1.[OH-].[Na+].Cl. Given the product [N:23]1([CH2:22][C:19]2[CH:18]=[CH:17][C:16]([N:13]3[CH2:14][CH2:15][CH:10]([C:7]4[CH:6]=[CH:5][C:4]([C:3]([OH:29])=[O:2])=[CH:9][CH:8]=4)[CH2:11][CH2:12]3)=[CH:21][CH:20]=2)[CH2:28][CH2:27][O:26][CH2:25][CH2:24]1, predict the reactants needed to synthesize it. (3) Given the product [NH2:13][C:14]1[S:15][C:16]2[CH2:22][CH2:21][N:20]([C:2]3[N:7]=[C:6]([CH3:8])[NH:5][C:4](=[O:9])[C:3]=3[N+:10]([O-:12])=[O:11])[CH2:19][CH2:18][C:17]=2[N:23]=1, predict the reactants needed to synthesize it. The reactants are: Br[C:2]1[N:7]=[C:6]([CH3:8])[NH:5][C:4](=[O:9])[C:3]=1[N+:10]([O-:12])=[O:11].[NH2:13][C:14]1[S:15][C:16]2[CH2:22][CH2:21][NH:20][CH2:19][CH2:18][C:17]=2[N:23]=1.C(=O)([O-])[O-].[K+].[K+].